Dataset: Retrosynthesis with 50K atom-mapped reactions and 10 reaction types from USPTO. Task: Predict the reactants needed to synthesize the given product. (1) Given the product COC(=O)c1ncnc(O)c1OC(=O)C(C)(C)C, predict the reactants needed to synthesize it. The reactants are: CC(C)(C)C(=O)Cl.COC(=O)c1ncnc(O)c1O. (2) Given the product COc1cccc2c1C(Nc1ccc3cc(NC(=O)CN4CCN(C)CC4)ccc3n1)CO2, predict the reactants needed to synthesize it. The reactants are: CN1CCN(CC(=O)O)CC1.COc1cccc2c1C(Nc1ccc3cc(N)ccc3n1)CO2. (3) Given the product CCOC(=O)c1cc(C#N)c(N2CC(C)(C(=O)NS(=O)(=O)c3ccc(Cl)s3)C2)nc1C, predict the reactants needed to synthesize it. The reactants are: CCOC(=O)c1cc(C#N)c(N2CC(C)(C(=O)O)C2)nc1C.NS(=O)(=O)c1ccc(Cl)s1. (4) Given the product O=C(Nc1cc(-c2ccccc2)ccc1C(=O)O)c1ccc(-c2ccccn2)cc1O, predict the reactants needed to synthesize it. The reactants are: CC(C)(C)OC(=O)c1ccc(-c2ccccc2)cc1NC(=O)c1ccc(-c2ccccn2)cc1O. (5) Given the product COc1ccc2c(c1)CCN=C2C1CCNCC1, predict the reactants needed to synthesize it. The reactants are: COc1ccc2c(c1)CCN=C2C1CCN(C(=O)C(F)(F)F)CC1. (6) Given the product COC(=O)c1c(C)noc1C(=O)N1CCCCC1, predict the reactants needed to synthesize it. The reactants are: C1CCNCC1.COC(=O)c1c(C)noc1C(=O)O. (7) Given the product COc1ccc(C(=O)O)c(-c2ccc(F)cc2)c1, predict the reactants needed to synthesize it. The reactants are: COC(=O)c1ccc(OC)cc1-c1ccc(F)cc1. (8) Given the product CSc1nc(-c2cc(NC(=O)c3ccsc3)ccc2C)c2c(n1)N(c1c(F)cccc1F)C(=O)NC2, predict the reactants needed to synthesize it. The reactants are: CSc1nc(Cl)c2c(n1)N(c1c(F)cccc1F)C(=O)NC2.Cc1ccc(NC(=O)c2ccsc2)cc1B1OC(C)(C)C(C)(C)O1.